Dataset: Reaction yield outcomes from USPTO patents with 853,638 reactions. Task: Predict the reaction yield, written as a fraction of the theoretical maximum amount of product (1.0 means a 100% yield; for example, 0.34 means a 34% yield). (1) The reactants are [NH2:1][C:2]1[N:7]=[CH:6][C:5]([C:8]2[CH:33]=[CH:32][C:11]3[N:12]([C:28]([CH3:31])([CH3:30])[CH3:29])[C:13]([C:15]4[CH:16]=[C:17]([CH:20]=[CH:21][C:22]=4[N:23]4[CH:27]=[N:26][CH:25]=[N:24]4)[C:18]#[N:19])=[N:14][C:10]=3[CH:9]=2)=[CH:4][N:3]=1.[NH4+].[OH-:35].OO. The catalyst is CO.CCOC(C)=O. The product is [NH2:1][C:2]1[N:7]=[CH:6][C:5]([C:8]2[CH:33]=[CH:32][C:11]3[N:12]([C:28]([CH3:29])([CH3:30])[CH3:31])[C:13]([C:15]4[CH:16]=[C:17]([CH:20]=[CH:21][C:22]=4[N:23]4[CH:27]=[N:26][CH:25]=[N:24]4)[C:18]([NH2:19])=[O:35])=[N:14][C:10]=3[CH:9]=2)=[CH:4][N:3]=1. The yield is 0.420. (2) The reactants are [F:1][C:2]1[CH:7]=[CH:6][C:5]([CH:8]([OH:27])[C:9]2[N:18]=[C:17]([NH:19][C:20]3[CH:24]=[C:23]([CH3:25])[NH:22][N:21]=3)[C:16]3[C:11](=[CH:12][C:13]([OH:26])=[CH:14][CH:15]=3)[N:10]=2)=[CH:4][CH:3]=1.CC(OI1(OC(C)=O)(OC(C)=O)OC(=O)C2C=CC=CC1=2)=O. The catalyst is CS(C)=O.C(Cl)Cl. The product is [F:1][C:2]1[CH:7]=[CH:6][C:5]([C:8]([C:9]2[N:18]=[C:17]([NH:19][C:20]3[CH:24]=[C:23]([CH3:25])[NH:22][N:21]=3)[C:16]3[C:11](=[CH:12][C:13]([OH:26])=[CH:14][CH:15]=3)[N:10]=2)=[O:27])=[CH:4][CH:3]=1. The yield is 0.140. (3) The reactants are C(O[C:4]([C:6]1[C:11](=[O:12])[N:10]([CH2:13][CH2:14][CH:15]([CH3:17])[CH3:16])[N:9]2[CH:18]=[C:19]([C:21]#[N:22])[CH:20]=[C:8]2[C:7]=1[OH:23])=O)C.[NH2:24][C:25]1[CH:30]=[CH:29][C:28]([NH:31][S:32]([CH3:35])(=[O:34])=[O:33])=[CH:27][C:26]=1[S:36]([NH2:39])(=[O:38])=[O:37].N12CCCN=C1CCCCC2. The catalyst is N1C=CC=CC=1. The product is [C:21]([C:19]1[CH:20]=[C:8]2[C:7]([OH:23])=[C:6]([C:4]3[NH:24][C:25]4[CH:30]=[CH:29][C:28]([NH:31][S:32]([CH3:35])(=[O:33])=[O:34])=[CH:27][C:26]=4[S:36](=[O:38])(=[O:37])[N:39]=3)[C:11](=[O:12])[N:10]([CH2:13][CH2:14][CH:15]([CH3:16])[CH3:17])[N:9]2[CH:18]=1)#[N:22]. The yield is 0.0670. (4) The reactants are [CH3:1][S:2](O)(=[O:4])=[O:3].[NH2:6][C:7]1[CH:12]=[CH:11][C:10]([NH2:13])=[CH:9][C:8]=1[S:14]([NH2:17])(=[O:16])=[O:15].N1C=CC=CC=1.CS(Cl)(=O)=O. The catalyst is C(#N)C. The product is [NH2:6][C:7]1[CH:12]=[CH:11][C:10]([NH:13][S:2]([CH3:1])(=[O:4])=[O:3])=[CH:9][C:8]=1[S:14]([NH2:17])(=[O:15])=[O:16]. The yield is 0.860. (5) The reactants are [NH2:1][C:2]1[CH:6]=[CH:5][NH:4][N:3]=1.[CH3:7][O:8][C:9](=[O:13])[C:10]([CH3:12])=O.[OH:14][C:15]1[CH:22]=[CH:21][C:18]([CH:19]=O)=[CH:17][CH:16]=1. The catalyst is C(O)(=O)C.CO. The product is [CH3:7][O:8][C:9]([C:10]1[C:6]2[CH:5]=[N:4][NH:3][C:2]=2[N:1]=[C:19]([C:18]2[CH:21]=[CH:22][C:15]([OH:14])=[CH:16][CH:17]=2)[CH:12]=1)=[O:13]. The yield is 0.200. (6) The reactants are [C:1]1([CH:7]2[CH:12]([C:13]([O:15]CC)=[O:14])[CH2:11][CH2:10][N:9]([C:18]([O:20][C:21]([CH3:24])([CH3:23])[CH3:22])=[O:19])[CH2:8]2)[CH:6]=[CH:5][CH:4]=[CH:3][CH:2]=1.[OH-].[K+].C(O)(=O)CC(CC(O)=O)(C(O)=O)O. The catalyst is C(O)C. The product is [C:21]([O:20][C:18]([N:9]1[CH2:10][CH2:11][CH:12]([C:13]([OH:15])=[O:14])[CH:7]([C:1]2[CH:6]=[CH:5][CH:4]=[CH:3][CH:2]=2)[CH2:8]1)=[O:19])([CH3:24])([CH3:22])[CH3:23]. The yield is 0.800.